Dataset: Peptide-MHC class I binding affinity with 185,985 pairs from IEDB/IMGT. Task: Regression. Given a peptide amino acid sequence and an MHC pseudo amino acid sequence, predict their binding affinity value. This is MHC class I binding data. (1) The peptide sequence is TTAEFTVPK. The MHC is HLA-A02:06 with pseudo-sequence HLA-A02:06. The binding affinity (normalized) is 0.404. (2) The peptide sequence is NSLMVSGPNV. The MHC is H-2-Db with pseudo-sequence H-2-Db. The binding affinity (normalized) is 0.0361. (3) The peptide sequence is IVDYVTAYG. The MHC is HLA-A02:01 with pseudo-sequence HLA-A02:01. The binding affinity (normalized) is 0.0979.